From a dataset of Full USPTO retrosynthesis dataset with 1.9M reactions from patents (1976-2016). Predict the reactants needed to synthesize the given product. (1) Given the product [CH3:17][C:15]1[CH:14]=[CH:13][N:12]2[C:8]([C:4]3[CH:3]=[C:2]([NH:1][C:19]4[CH:24]=[CH:23][CH:22]=[CH:21][C:20]=4[N+:25]([O-:27])=[O:26])[CH:7]=[CH:6][CH:5]=3)=[CH:9][N:10]=[C:11]2[CH:16]=1, predict the reactants needed to synthesize it. The reactants are: [NH2:1][C:2]1[CH:3]=[C:4]([C:8]2[N:12]3[CH:13]=[CH:14][C:15]([CH3:17])=[CH:16][C:11]3=[N:10][CH:9]=2)[CH:5]=[CH:6][CH:7]=1.F[C:19]1[CH:24]=[CH:23][CH:22]=[CH:21][C:20]=1[N+:25]([O-:27])=[O:26].O. (2) The reactants are: [CH3:1][N:2]1[CH2:7][CH2:6][N:5]([C:8]2[C:16]3[N:15]=[C:14]([C@@H:17]([N:20]([CH3:31])[CH:21]4[C:30]5[N:29]=[CH:28][CH:27]=[CH:26][C:25]=5[CH2:24][CH2:23][CH2:22]4)[CH2:18][OH:19])[NH:13][C:12]=3[CH:11]=[CH:10][CH:9]=2)[CH2:4][CH2:3]1.[C:32]1([CH2:38]OC[C@@H](C(O)=O)NC(O[CH2:38][C:32]2[CH:37]=[CH:36][CH:35]=[CH:34][CH:33]=2)=O)[CH:37]=[CH:36][CH:35]=[CH:34][CH:33]=1. Given the product [CH3:31][N:20]([C@H:17]([C:14]1[NH:13][C:12]2[CH:11]=[CH:10][CH:9]=[C:8]([N:5]3[CH2:4][CH2:3][N:2]([CH3:1])[CH2:7][CH2:6]3)[C:16]=2[N:15]=1)[CH2:18][O:19][CH2:38][C:32]1[CH:37]=[CH:36][CH:35]=[CH:34][CH:33]=1)[CH:21]1[C:30]2[N:29]=[CH:28][CH:27]=[CH:26][C:25]=2[CH2:24][CH2:23][CH2:22]1, predict the reactants needed to synthesize it. (3) Given the product [C:1]([C:5]1[CH:9]=[C:8]([NH:10][C:11]([NH:13][C:14]2[C:23]3[C:18](=[CH:19][CH:20]=[CH:21][CH:22]=3)[C:17]([O:24][C:25]3[CH:30]=[CH:29][N:28]=[C:27]([NH:53][C:46]4[CH:47]=[C:48]5[C:52](=[C:44]([CH3:43])[CH:45]=4)[NH:51][N:50]=[CH:49]5)[N:26]=3)=[CH:16][CH:15]=2)=[O:12])[N:7]([C:32]2[CH:37]=[CH:36][C:35]([P:38]([CH3:41])([CH3:40])=[O:39])=[CH:34][CH:33]=2)[N:6]=1)([CH3:4])([CH3:3])[CH3:2], predict the reactants needed to synthesize it. The reactants are: [C:1]([C:5]1[CH:9]=[C:8]([NH:10][C:11]([NH:13][C:14]2[C:23]3[C:18](=[CH:19][CH:20]=[CH:21][CH:22]=3)[C:17]([O:24][C:25]3[CH:30]=[CH:29][N:28]=[C:27](Cl)[N:26]=3)=[CH:16][CH:15]=2)=[O:12])[N:7]([C:32]2[CH:37]=[CH:36][C:35]([P:38]([CH3:41])([CH3:40])=[O:39])=[CH:34][CH:33]=2)[N:6]=1)([CH3:4])([CH3:3])[CH3:2].Cl.[CH3:43][C:44]1[CH:45]=[C:46]([NH2:53])[CH:47]=[C:48]2[C:52]=1[NH:51][N:50]=[CH:49]2.CN(C=O)C. (4) Given the product [F:19][C:13]1[CH:14]=[CH:15][C:16]([F:18])=[CH:17][C:12]=1[CH2:11][CH2:10][O:9][CH2:8][C:7]1[NH:6][C:4](=[O:5])[C:3]2[CH:21]=[C:22]([CH2:25][CH3:26])[CH:23]=[N:24][C:2]=2[N:20]=1, predict the reactants needed to synthesize it. The reactants are: Cl[C:2]1[N:24]=[CH:23][C:22]([CH2:25][CH3:26])=[CH:21][C:3]=1[C:4]([NH:6][C:7](=[NH:20])[CH2:8][O:9][CH2:10][CH2:11][C:12]1[CH:17]=[C:16]([F:18])[CH:15]=[CH:14][C:13]=1[F:19])=[O:5].C(=O)([O-])[O-].[K+].[K+]. (5) Given the product [CH3:36][O:35][C:33]([N:4]1[CH2:5][CH2:6][N:1]([C:7]2[CH:8]=[CH:9][C:10]3[CH2:11][N:12]([C:18]([O:20][C:21]([CH3:24])([CH3:23])[CH3:22])=[O:19])[CH2:13][CH2:14][O:15][C:16]=3[N:17]=2)[CH2:2][CH2:3]1)=[O:34], predict the reactants needed to synthesize it. The reactants are: [N:1]1([C:7]2[CH:8]=[CH:9][C:10]3[CH2:11][N:12]([C:18]([O:20][C:21]([CH3:24])([CH3:23])[CH3:22])=[O:19])[CH2:13][CH2:14][O:15][C:16]=3[N:17]=2)[CH2:6][CH2:5][NH:4][CH2:3][CH2:2]1.CCN(CC)CC.Cl[C:33]([O:35][CH3:36])=[O:34].O.